Dataset: Catalyst prediction with 721,799 reactions and 888 catalyst types from USPTO. Task: Predict which catalyst facilitates the given reaction. (1) Reactant: [C:1]([O:5][C:6]([N:8]([C:28]([O:30][C:31]([CH3:34])([CH3:33])[CH3:32])=[O:29])[C:9]1[S:10][C:11]([C:23]([O:25][CH2:26][CH3:27])=[O:24])=[C:12]([CH2:14][O:15][Si](C(C)(C)C)(C)C)[N:13]=1)=[O:7])([CH3:4])([CH3:3])[CH3:2].CCCC[N+](CCCC)(CCCC)CCCC.[F-].C(O)(=O)C.C(OCC)(=O)C. Product: [C:1]([O:5][C:6]([N:8]([C:28]([O:30][C:31]([CH3:32])([CH3:34])[CH3:33])=[O:29])[C:9]1[S:10][C:11]([C:23]([O:25][CH2:26][CH3:27])=[O:24])=[C:12]([CH2:14][OH:15])[N:13]=1)=[O:7])([CH3:4])([CH3:2])[CH3:3]. The catalyst class is: 1. (2) Product: [N+:1]([C:4]1[CH:9]=[CH:8][CH:7]=[CH:6][C:5]=1[NH:10][C:11]([O:26][CH2:25][CH:22]1[CH2:21][CH2:20][N:19]([C:16]2[CH:17]=[CH:18][N:13]=[CH:14][CH:15]=2)[CH2:24][CH2:23]1)=[O:12])([O-:3])=[O:2]. The catalyst class is: 4. Reactant: [N+:1]([C:4]1[CH:9]=[CH:8][CH:7]=[CH:6][C:5]=1[N:10]=[C:11]=[O:12])([O-:3])=[O:2].[N:13]1[CH:18]=[CH:17][C:16]([N:19]2[CH2:24][CH2:23][CH:22]([CH2:25][OH:26])[CH2:21][CH2:20]2)=[CH:15][CH:14]=1. (3) Reactant: Br[C:2]1[CH:3]=[C:4]2[C:8](=[CH:9][CH:10]=1)[NH:7][C:6]([C:11]([NH2:13])=[O:12])=[C:5]2[S:14]([N:17]1[CH2:22][CH2:21][O:20][CH2:19][CH2:18]1)(=[O:16])=[O:15].CCOC(C)=O. Product: [N:17]1([S:14]([C:5]2[C:4]3[C:8](=[CH:9][CH:10]=[CH:2][CH:3]=3)[NH:7][C:6]=2[C:11]([NH2:13])=[O:12])(=[O:15])=[O:16])[CH2:18][CH2:19][O:20][CH2:21][CH2:22]1. The catalyst class is: 14. (4) Reactant: [C:1](Cl)(=[O:5])C(Cl)=O.[Cl:7][C:8]1[CH:16]=[CH:15][C:14]([C:17]2[CH:22]=[CH:21][CH:20]=[CH:19][N:18]=2)=[CH:13][C:9]=1[C:10]([NH2:12])=[O:11].[NH2:23][C:24]1[S:25][C:26]2[CH:32]=[C:31]([S:33]([CH3:36])(=[O:35])=[O:34])[CH:30]=[CH:29][C:27]=2[N:28]=1. Product: [Cl:7][C:8]1[CH:16]=[CH:15][C:14]([C:17]2[CH:22]=[CH:21][CH:20]=[CH:19][N:18]=2)=[CH:13][C:9]=1[C:10]([NH:12][C:1](=[O:5])[NH:23][C:24]1[S:25][C:26]2[CH:32]=[C:31]([S:33]([CH3:36])(=[O:35])=[O:34])[CH:30]=[CH:29][C:27]=2[N:28]=1)=[O:11]. The catalyst class is: 1. (5) Reactant: [CH3:1][C:2]1[S:6][C:5]2[NH:7][C:8]3[CH:9]=[CH:10][CH:11]=[CH:12][C:13]=3[N:14]=[C:15]([N:16]3[CH2:21][CH2:20][N:19]([CH3:22])[CH2:18][CH2:17]3)[C:4]=2[CH:3]=1.[ClH:23]. Product: [ClH:23].[CH3:1][C:2]1[S:6][C:5]2[NH:7][C:8]3[CH:9]=[CH:10][CH:11]=[CH:12][C:13]=3[N:14]=[C:15]([N:16]3[CH2:21][CH2:20][N:19]([CH3:22])[CH2:18][CH2:17]3)[C:4]=2[CH:3]=1. The catalyst class is: 47. (6) Reactant: [NH2:1][C:2]1[CH:3]=[C:4]([C:8]2[O:9][C:10]3[C:11](=[C:13]([C:17]([NH2:19])=[O:18])[CH:14]=[CH:15][CH:16]=3)[N:12]=2)[CH:5]=[CH:6][CH:7]=1.C1C=CC2N(O)N=NC=2C=1.[CH3:30][N:31]([CH3:36])[CH2:32][C:33](O)=[O:34].CCN(C(C)C)C(C)C.CCN=C=NCCCN(C)C. Product: [CH3:30][N:31]([CH3:36])[CH2:32][C:33]([NH:1][C:2]1[CH:3]=[C:4]([C:8]2[O:9][C:10]3[C:11](=[C:13]([C:17]([NH2:19])=[O:18])[CH:14]=[CH:15][CH:16]=3)[N:12]=2)[CH:5]=[CH:6][CH:7]=1)=[O:34]. The catalyst class is: 3.